This data is from Reaction yield outcomes from USPTO patents with 853,638 reactions. The task is: Predict the reaction yield, written as a fraction of the theoretical maximum amount of product (1.0 means a 100% yield; for example, 0.34 means a 34% yield). (1) The reactants are C1OCCOCCOCCOCCOCCOC1.[Br:19][C:20]1[CH:25]=[CH:24][C:23](I)=[C:22]([O:27][C:28]([F:31])([F:30])[F:29])[CH:21]=1.[NH2:32][C@@H:33]1[CH2:38][CH2:37][C@H:36]([NH:39][C:40]2[N:49]=[C:48]([N:50]([CH2:53]C)[CH2:51]C)[C:47]3[C:42](=[CH:43][CH:44]=[CH:45][CH:46]=3)[N:41]=2)[CH2:35][CH2:34]1.CC(C)([O-])C.[Na+].C1C=CC(P(C2C=CC3C(=CC=CC=3)C=2C2C3C(=CC=CC=3)C=CC=2P(C2C=CC=CC=2)C2C=CC=CC=2)C2C=CC=CC=2)=CC=1.[ClH:107]. The catalyst is CCOCC.CCOC(C)=O.C1C=CC(/C=C/C(/C=C/C2C=CC=CC=2)=O)=CC=1.C1C=CC(/C=C/C(/C=C/C2C=CC=CC=2)=O)=CC=1.C1C=CC(/C=C/C(/C=C/C2C=CC=CC=2)=O)=CC=1.[Pd].[Pd].C1COCC1. The product is [ClH:107].[ClH:107].[Br:19][C:20]1[CH:25]=[CH:24][C:23]([NH:32][C@@H:33]2[CH2:34][CH2:35][C@H:36]([NH:39][C:40]3[N:49]=[C:48]([N:50]([CH3:53])[CH3:51])[C:47]4[C:42](=[CH:43][CH:44]=[CH:45][CH:46]=4)[N:41]=3)[CH2:37][CH2:38]2)=[C:22]([O:27][C:28]([F:31])([F:30])[F:29])[CH:21]=1. The yield is 0.180. (2) The reactants are [NH:1]1[CH:5]=[C:4]([C:6]2[C:7]3[CH:14]=[CH:13][N:12]([CH2:15][O:16][CH2:17][CH2:18][Si:19]([CH3:22])([CH3:21])[CH3:20])[C:8]=3[N:9]=[CH:10][N:11]=2)[CH:3]=[N:2]1.C(#N)C.[N:26]12CCCN=C1C[CH2:30][CH2:29][CH2:28][CH2:27]2. The catalyst is C(#N)C=CC. The product is [CH3:20][Si:19]([CH3:22])([CH3:21])[CH2:18][CH2:17][O:16][CH2:15][N:12]1[C:8]2[N:9]=[CH:10][N:11]=[C:6]([C:4]3[CH:5]=[N:1][N:2]([CH:29]([CH3:30])[CH2:28][C:27]#[N:26])[CH:3]=3)[C:7]=2[CH:14]=[CH:13]1. The yield is 0.975. (3) The reactants are [H-].[Na+].[Cl:3][C:4]1[C:12]2[NH:11][C:10]3[CH2:13][CH2:14][N:15]([C:18]([O:20][C:21]([CH3:24])([CH3:23])[CH3:22])=[O:19])[CH2:16][CH2:17][C:9]=3[C:8]=2[CH:7]=[C:6]([Cl:25])[CH:5]=1.Br[CH2:27][CH2:28][O:29][C:30]1[CH:35]=[CH:34][CH:33]=[CH:32][CH:31]=1. The catalyst is CN(C=O)C. The product is [Cl:3][C:4]1[C:12]2[N:11]([CH2:27][CH2:28][O:29][C:30]3[CH:35]=[CH:34][CH:33]=[CH:32][CH:31]=3)[C:10]3[CH2:13][CH2:14][N:15]([C:18]([O:20][C:21]([CH3:22])([CH3:24])[CH3:23])=[O:19])[CH2:16][CH2:17][C:9]=3[C:8]=2[CH:7]=[C:6]([Cl:25])[CH:5]=1. The yield is 0.770. (4) The reactants are C[O:2][C:3]([C:5]1[CH:10]=[CH:9][N:8]=[C:7]([C:11]2[N:12]=[CH:13][N:14]([CH3:17])[C:15]=2Br)[CH:6]=1)=[O:4].[CH:18]1([CH2:21][O:22][C:23]2[CH:28]=[CH:27][CH:26]=[C:25]([F:29])[C:24]=2B(O)O)[CH2:20][CH2:19]1. No catalyst specified. The product is [CH:18]1([CH2:21][O:22][C:23]2[CH:28]=[CH:27][CH:26]=[C:25]([F:29])[C:24]=2[C:15]2[N:14]([CH3:17])[CH:13]=[N:12][C:11]=2[C:7]2[CH:6]=[C:5]([C:3]([OH:2])=[O:4])[CH:10]=[CH:9][N:8]=2)[CH2:19][CH2:20]1. The yield is 0.0300. (5) The reactants are [F:1][C:2]1[CH:7]=[CH:6][C:5]([Mg]Br)=[CH:4][CH:3]=1.[CH2:10]([C:14]1[CH:19]=[CH:18][C:17](Cl)=[CH:16][CH:15]=1)[CH2:11][CH2:12][CH3:13].[Cl-].C(C1C=CC=C(C(C)C)C=1[NH+]1CCN(C2C(C(C)C)=CC=CC=2C(C)C)C1)(C)C.C1(P(C2C=CC=CC=2)C2C=CC=CC=2)C=CC=CC=1. The catalyst is CCCCC.C1COCC1. The product is [CH2:10]([C:14]1[CH:19]=[CH:18][C:17]([C:5]2[CH:6]=[CH:7][C:2]([F:1])=[CH:3][CH:4]=2)=[CH:16][CH:15]=1)[CH2:11][CH2:12][CH3:13]. The yield is 0.880.